This data is from Full USPTO retrosynthesis dataset with 1.9M reactions from patents (1976-2016). The task is: Predict the reactants needed to synthesize the given product. (1) Given the product [CH2:15]([O:22][C:23]1[CH:28]=[CH:27][C:26]([C:2]2[C:3](=[O:14])[N:4]([CH3:13])[C:5]([NH:8][CH2:9][CH:10]3[CH2:12][CH2:11]3)=[N:6][CH:7]=2)=[CH:25][C:24]=1[F:32])[C:16]1[CH:17]=[CH:18][CH:19]=[CH:20][CH:21]=1, predict the reactants needed to synthesize it. The reactants are: Br[C:2]1[C:3](=[O:14])[N:4]([CH3:13])[C:5]([NH:8][CH2:9][CH:10]2[CH2:12][CH2:11]2)=[N:6][CH:7]=1.[CH2:15]([O:22][C:23]1[CH:28]=[CH:27][C:26](B(O)O)=[CH:25][C:24]=1[F:32])[C:16]1[CH:21]=[CH:20][CH:19]=[CH:18][CH:17]=1.[Cl-].[Li+]. (2) Given the product [CH3:40][C:41]([CH3:58])([CH3:57])[C@H:42]([NH:46][C:47](=[O:56])[CH2:48][O:49][C:50]1[CH:55]=[CH:54][CH:53]=[CH:52][CH:51]=1)[C:43]([NH:1][C@@H:2]([CH2:33][C:34]1[CH:35]=[CH:36][CH:37]=[CH:38][CH:39]=1)[C@@H:3]([OH:32])[CH2:4][C@@H:5]([NH:19][C:20]([C@@H:22]([NH:27][C:28](=[O:31])[O:29][CH3:30])[C:23]([CH3:26])([CH3:25])[CH3:24])=[O:21])[CH2:6][C:7]1[CH:12]=[CH:11][C:10]([C:13]2[CH:18]=[CH:17][CH:16]=[CH:15][N:14]=2)=[CH:9][CH:8]=1)=[O:44], predict the reactants needed to synthesize it. The reactants are: [NH2:1][C@@H:2]([CH2:33][C:34]1[CH:39]=[CH:38][CH:37]=[CH:36][CH:35]=1)[C@@H:3]([OH:32])[CH2:4][C@@H:5]([NH:19][C:20]([C@@H:22]([NH:27][C:28](=[O:31])[O:29][CH3:30])[C:23]([CH3:26])([CH3:25])[CH3:24])=[O:21])[CH2:6][C:7]1[CH:12]=[CH:11][C:10]([C:13]2[CH:18]=[CH:17][CH:16]=[CH:15][N:14]=2)=[CH:9][CH:8]=1.[CH3:40][C:41]([CH3:58])([CH3:57])[C@H:42]([NH:46][C:47](=[O:56])[CH2:48][O:49][C:50]1[CH:55]=[CH:54][CH:53]=[CH:52][CH:51]=1)[C:43](O)=[O:44].CCOP(ON1N=NC2C=CC=CC=2C1=O)(OCC)=O.C(N(CC)C(C)C)(C)C. (3) Given the product [C:1]1([C:7]2([C:14]3[CH:19]=[CH:18][CH:17]=[CH:16][CH:15]=3)[CH2:12][C:11](=[N:26][OH:27])[C:10](=[O:13])[CH:9]=[CH:8]2)[CH:2]=[CH:3][CH:4]=[CH:5][CH:6]=1, predict the reactants needed to synthesize it. The reactants are: [C:1]1([C:7]2([C:14]3[CH:19]=[CH:18][CH:17]=[CH:16][CH:15]=3)[CH2:12][CH2:11][C:10](=[O:13])[CH:9]=[CH:8]2)[CH:6]=[CH:5][CH:4]=[CH:3][CH:2]=1.CC(C)([O-])C.[K+].[N:26](OC(C)(C)C)=[O:27].Cl. (4) Given the product [C:1]1([CH2:7][CH2:8][CH2:9][C:10]([O-:12])=[O:11])[CH:6]=[CH:5][CH:4]=[CH:3][CH:2]=1.[Na+:14], predict the reactants needed to synthesize it. The reactants are: [C:1]1([CH2:7][CH2:8][CH2:9][C:10]([OH:12])=[O:11])[CH:6]=[CH:5][CH:4]=[CH:3][CH:2]=1.[OH-].[Na+:14]. (5) Given the product [F:1][C:2]1[CH:33]=[CH:32][C:5]([CH2:6][N:7]([CH2:26][CH2:27][C:28]([F:31])([F:30])[F:29])[C:8]2[CH:13]=[CH:12][C:11]([C:14]3[CH:19]=[CH:18][CH:17]=[CH:16][C:15]=3[C:20]3[NH:24][N:23]=[N:22][N:21]=3)=[CH:10][C:9]=2[NH:25][C:39]([NH:38][C:41]2[CH:46]=[CH:45][C:44]([CH3:47])=[CH:43][CH:42]=2)=[O:40])=[C:4]([C:34]([F:35])([F:37])[F:36])[CH:3]=1, predict the reactants needed to synthesize it. The reactants are: [F:1][C:2]1[CH:33]=[CH:32][C:5]([CH2:6][N:7]([CH2:26][CH2:27][C:28]([F:31])([F:30])[F:29])[C:8]2[CH:13]=[CH:12][C:11]([C:14]3[CH:19]=[CH:18][CH:17]=[CH:16][C:15]=3[C:20]3[NH:24][N:23]=[N:22][N:21]=3)=[CH:10][C:9]=2[NH2:25])=[C:4]([C:34]([F:37])([F:36])[F:35])[CH:3]=1.[N:38]([C:41]1[CH:46]=[CH:45][C:44]([CH3:47])=[CH:43][CH:42]=1)=[C:39]=[O:40].